From a dataset of NCI-60 drug combinations with 297,098 pairs across 59 cell lines. Regression. Given two drug SMILES strings and cell line genomic features, predict the synergy score measuring deviation from expected non-interaction effect. (1) Drug 1: CN1C2=C(C=C(C=C2)N(CCCl)CCCl)N=C1CCCC(=O)O.Cl. Drug 2: C1CC(=O)NC(=O)C1N2C(=O)C3=CC=CC=C3C2=O. Cell line: NCIH23. Synergy scores: CSS=2.70, Synergy_ZIP=1.28, Synergy_Bliss=4.16, Synergy_Loewe=2.54, Synergy_HSA=1.81. (2) Drug 1: C1=CN(C(=O)N=C1N)C2C(C(C(O2)CO)O)O.Cl. Drug 2: C1=CC=C(C(=C1)C(C2=CC=C(C=C2)Cl)C(Cl)Cl)Cl. Cell line: SK-MEL-5. Synergy scores: CSS=22.1, Synergy_ZIP=-8.57, Synergy_Bliss=-4.44, Synergy_Loewe=-45.0, Synergy_HSA=-0.403. (3) Synergy scores: CSS=19.5, Synergy_ZIP=-0.423, Synergy_Bliss=-1.98, Synergy_Loewe=-10.00, Synergy_HSA=-1.65. Drug 2: C1CCC(C(C1)N)N.C(=O)(C(=O)[O-])[O-].[Pt+4]. Drug 1: CC12CCC3C(C1CCC2=O)CC(=C)C4=CC(=O)C=CC34C. Cell line: OVCAR-4. (4) Drug 1: CN(C)C(=N)N=C(N)N. Drug 2: CC(C)(C#N)C1=CC=C(C=C1)N2C3=C4C=C(C=CC4=NC=C3N(C2=O)C)C5=CC6=CC=CC=C6N=C5. Cell line: UACC62. Synergy scores: CSS=53.0, Synergy_ZIP=6.93, Synergy_Bliss=7.17, Synergy_Loewe=-47.8, Synergy_HSA=7.15. (5) Drug 1: CCCCCOC(=O)NC1=NC(=O)N(C=C1F)C2C(C(C(O2)C)O)O. Drug 2: CC12CCC3C(C1CCC2O)C(CC4=C3C=CC(=C4)O)CCCCCCCCCS(=O)CCCC(C(F)(F)F)(F)F. Cell line: HCT-15. Synergy scores: CSS=-3.89, Synergy_ZIP=4.10, Synergy_Bliss=-1.64, Synergy_Loewe=-6.19, Synergy_HSA=-9.68. (6) Drug 1: C1=C(C(=O)NC(=O)N1)N(CCCl)CCCl. Drug 2: CC1=C(C=C(C=C1)NC(=O)C2=CC=C(C=C2)CN3CCN(CC3)C)NC4=NC=CC(=N4)C5=CN=CC=C5. Cell line: HCC-2998. Synergy scores: CSS=4.12, Synergy_ZIP=1.12, Synergy_Bliss=3.07, Synergy_Loewe=-2.20, Synergy_HSA=-0.296. (7) Drug 1: CC12CCC3C(C1CCC2=O)CC(=C)C4=CC(=O)C=CC34C. Drug 2: CC1=CC=C(C=C1)C2=CC(=NN2C3=CC=C(C=C3)S(=O)(=O)N)C(F)(F)F. Cell line: OVCAR-5. Synergy scores: CSS=37.0, Synergy_ZIP=0.979, Synergy_Bliss=-0.916, Synergy_Loewe=-1.30, Synergy_HSA=-1.49.